From a dataset of CYP3A4 inhibition data for predicting drug metabolism from PubChem BioAssay. Regression/Classification. Given a drug SMILES string, predict its absorption, distribution, metabolism, or excretion properties. Task type varies by dataset: regression for continuous measurements (e.g., permeability, clearance, half-life) or binary classification for categorical outcomes (e.g., BBB penetration, CYP inhibition). Dataset: cyp3a4_veith. The molecule is CN(C)Cc1ccccc1-c1cncnc1Nc1ccccc1. The result is 1 (inhibitor).